Dataset: Catalyst prediction with 721,799 reactions and 888 catalyst types from USPTO. Task: Predict which catalyst facilitates the given reaction. Reactant: Cl.C(OC(=O)[NH:8][C@H:9]([C:12](=[O:35])[NH:13][CH2:14][CH2:15][C:16]1[S:17][CH:18]=[C:19]([C:21]2[CH:30]=[CH:29][C:28]3[C:27]([CH3:32])([CH3:31])[CH2:26][CH2:25][C:24]([CH3:34])([CH3:33])[C:23]=3[CH:22]=2)[N:20]=1)[CH2:10][OH:11])(C)(C)C. Product: [NH2:8][C@@H:9]([CH2:10][OH:11])[C:12]([NH:13][CH2:14][CH2:15][C:16]1[S:17][CH:18]=[C:19]([C:21]2[CH:30]=[CH:29][C:28]3[C:27]([CH3:32])([CH3:31])[CH2:26][CH2:25][C:24]([CH3:34])([CH3:33])[C:23]=3[CH:22]=2)[N:20]=1)=[O:35]. The catalyst class is: 12.